This data is from Reaction yield outcomes from USPTO patents with 853,638 reactions. The task is: Predict the reaction yield, written as a fraction of the theoretical maximum amount of product (1.0 means a 100% yield; for example, 0.34 means a 34% yield). The reactants are [C@@H:1]1([NH:10][C:11]2[N:16]=[CH:15][N:14]=[C:13]([NH:17][C@@H:18]3[CH2:22][C@H:21]([CH2:23][O:24][S:25]([NH:28]C(=O)OC(C)(C)C)(=[O:27])=[O:26])[C@@H:20]([OH:36])[CH2:19]3)[CH:12]=2)[C:9]2[C:4](=[CH:5][CH:6]=[CH:7][CH:8]=2)[CH2:3][CH2:2]1.FC(F)(F)C(O)=O. The catalyst is C(Cl)Cl. The product is [S:25](=[O:27])(=[O:26])([O:24][CH2:23][C@H:21]1[CH2:22][C@@H:18]([NH:17][C:13]2[CH:12]=[C:11]([NH:10][C@@H:1]3[C:9]4[C:4](=[CH:5][CH:6]=[CH:7][CH:8]=4)[CH2:3][CH2:2]3)[N:16]=[CH:15][N:14]=2)[CH2:19][C@@H:20]1[OH:36])[NH2:28]. The yield is 0.300.